From a dataset of Full USPTO retrosynthesis dataset with 1.9M reactions from patents (1976-2016). Predict the reactants needed to synthesize the given product. Given the product [NH2:1][C:2]1[N:3]([CH3:30])[C:4](=[O:29])[C:5]2([N:28]=1)[CH:18]1[CH:13]([CH2:14][CH:15]([OH:19])[CH2:16][CH2:17]1)[O:12][C:11]1[C:6]2=[CH:7][C:8]([Br:27])=[CH:9][CH:10]=1, predict the reactants needed to synthesize it. The reactants are: [NH2:1][C:2]1[N:3]([CH3:30])[C:4](=[O:29])[C:5]2([N:28]=1)[CH:18]1[CH:13]([CH2:14][CH:15]([O:19][Si](C(C)(C)C)(C)C)[CH2:16][CH2:17]1)[O:12][C:11]1[C:6]2=[CH:7][C:8]([Br:27])=[CH:9][CH:10]=1.